Dataset: Full USPTO retrosynthesis dataset with 1.9M reactions from patents (1976-2016). Task: Predict the reactants needed to synthesize the given product. (1) The reactants are: [Cl:1][C:2]1[CH:36]=[CH:35][C:5]([O:6][C:7]2[CH:12]=[CH:11][C:10]([N:13]3[C@@H:17]([C:18]4[CH:23]=[CH:22][CH:21]=[C:20]([C:24]([F:27])([F:26])[F:25])[CH:19]=4)[CH2:16][N:15]([CH2:28][CH2:29][S:30]([NH2:33])(=[O:32])=[O:31])[C:14]3=[O:34])=[CH:9][CH:8]=2)=[CH:4][CH:3]=1.[C:37](Cl)(=[O:39])[CH3:38].C(N(CC)CC)C.[OH-].[Na+]. Given the product [Cl:1][C:2]1[CH:3]=[CH:4][C:5]([O:6][C:7]2[CH:8]=[CH:9][C:10]([N:13]3[C@@H:17]([C:18]4[CH:23]=[CH:22][CH:21]=[C:20]([C:24]([F:27])([F:25])[F:26])[CH:19]=4)[CH2:16][N:15]([CH2:28][CH2:29][S:30]([NH:33][C:37](=[O:39])[CH3:38])(=[O:32])=[O:31])[C:14]3=[O:34])=[CH:11][CH:12]=2)=[CH:35][CH:36]=1, predict the reactants needed to synthesize it. (2) Given the product [CH3:24][C:17]1[CH:18]=[C:19]([CH3:23])[C:20]([CH3:22])=[CH:21][C:16]=1[N:13]1[CH2:14][CH2:15][N:10]([C:8]([C:5]2[CH:4]=[CH:3][C:2]([N:27]3[CH2:28][CH2:29][O:25][C:26]3=[O:30])=[N:7][CH:6]=2)=[O:9])[CH2:11][CH2:12]1, predict the reactants needed to synthesize it. The reactants are: Br[C:2]1[N:7]=[CH:6][C:5]([C:8]([N:10]2[CH2:15][CH2:14][N:13]([C:16]3[CH:21]=[C:20]([CH3:22])[C:19]([CH3:23])=[CH:18][C:17]=3[CH3:24])[CH2:12][CH2:11]2)=[O:9])=[CH:4][CH:3]=1.[O:25]1[CH2:29][CH2:28][NH:27][C:26]1=[O:30]. (3) Given the product [CH:17]1[C:12]2[CH2:10][C:4]3[C:3](=[CH:2][CH:1]=[C:6]([C:7]([OH:9])=[O:8])[CH:5]=3)[C:13]=2[CH:14]=[CH:15][C:16]=1[C:18]([OH:20])=[O:19], predict the reactants needed to synthesize it. The reactants are: [CH:1]1[C:6]([C:7]([OH:9])=[O:8])=[CH:5][C:4]2[C:10]([C:12]3[CH:17]=[C:16]([C:18]([OH:20])=[O:19])[CH:15]=[CH:14][C:13]=3[C:3]=2[CH:2]=1)=O.[OH-].[Na+].O.NN.Cl. (4) The reactants are: [Cl:1][C:2]1[C:36]([F:37])=[CH:35][CH:34]=[CH:33][C:3]=1[CH2:4][NH:5][C:6](=[O:32])[N:7]([C@H:9]([CH2:16][O:17][C:18](=[O:31])[NH:19][C:20]1[N:21]=[CH:22][C:23]2[C:28]([CH:29]=1)=[CH:27][C:26]([F:30])=[CH:25][CH:24]=2)[CH2:10][CH2:11][C:12]([O:14]C)=[O:13])[CH3:8].[Li+].[OH-].Cl. Given the product [Cl:1][C:2]1[C:36]([F:37])=[CH:35][CH:34]=[CH:33][C:3]=1[CH2:4][NH:5][C:6](=[O:32])[N:7]([C@H:9]([CH2:16][O:17][C:18](=[O:31])[NH:19][C:20]1[N:21]=[CH:22][C:23]2[C:28]([CH:29]=1)=[CH:27][C:26]([F:30])=[CH:25][CH:24]=2)[CH2:10][CH2:11][C:12]([OH:14])=[O:13])[CH3:8], predict the reactants needed to synthesize it. (5) The reactants are: [CH:1]([C:3]1[C:12]2[C:7](=[CH:8][CH:9]=[CH:10][CH:11]=2)[CH:6]=[CH:5][CH:4]=1)=[CH2:2].[CH2:13]([SH:21])[CH2:14][CH2:15][CH2:16][CH2:17][CH2:18][CH2:19][CH3:20].N(C(C)(C)C#N)=NC(C)(C)C#N. Given the product [C:3]1([CH2:1][CH2:2][S:21][CH2:13][CH2:14][CH2:15][CH2:16][CH2:17][CH2:18][CH2:19][CH3:20])[C:12]2[C:7](=[CH:8][CH:9]=[CH:10][CH:11]=2)[CH:6]=[CH:5][CH:4]=1, predict the reactants needed to synthesize it. (6) Given the product [OH:26][CH:27]1[C:31]([CH3:32])([CH3:33])[CH2:30][N:29]([C:34]([O:36][CH2:39][C:40]2[CH:4]=[CH:3][CH:2]=[CH:42][CH:41]=2)=[O:35])[C:28]1=[O:37], predict the reactants needed to synthesize it. The reactants are: [F-].[CH2:2]([N+](CCCC)(CCCC)CCCC)[CH2:3][CH2:4]C.[Si]([O:26][CH:27]1[C:31]([CH3:33])([CH3:32])[CH2:30][N:29]([C:34]([O-:36])=[O:35])[C:28]1=[O:37])(C(C)(C)C)(C)C.O1[CH2:42][CH2:41][CH2:40][CH2:39]1.